This data is from Reaction yield outcomes from USPTO patents with 853,638 reactions. The task is: Predict the reaction yield, written as a fraction of the theoretical maximum amount of product (1.0 means a 100% yield; for example, 0.34 means a 34% yield). (1) The reactants are [NH2:1][CH2:2][CH2:3][N:4]([C:21]1[CH:26]=[CH:25][CH:24]=[CH:23][C:22]=1[Cl:27])[C:5]([C:7]1[S:20][C:10]2[C:11]3[CH:19]=[CH:18][CH:17]=[CH:16][C:12]=3[O:13][CH2:14][CH2:15][C:9]=2[CH:8]=1)=[O:6].CCN(C(C)C)C(C)C.[C:37](Cl)(=[O:39])[CH3:38]. The catalyst is C(Cl)Cl. The product is [C:37]([NH:1][CH2:2][CH2:3][N:4]([C:21]1[CH:26]=[CH:25][CH:24]=[CH:23][C:22]=1[Cl:27])[C:5]([C:7]1[S:20][C:10]2[C:11]3[CH:19]=[CH:18][CH:17]=[CH:16][C:12]=3[O:13][CH2:14][CH2:15][C:9]=2[CH:8]=1)=[O:6])(=[O:39])[CH3:38]. The yield is 0.180. (2) The reactants are [CH3:1][N:2]([CH3:31])[CH2:3][C:4]([NH:6][C:7]1[CH:8]=[C:9]([C:13]2[C:21]3[C:16](=[CH:17][CH:18]=[C:19]([C:22]([NH2:24])=[O:23])[CH:20]=3)[N:15](C3CCCCO3)[N:14]=2)[CH:10]=[CH:11][CH:12]=1)=[O:5]. The catalyst is C1(C)C=CC=CC=1. The product is [CH3:1][N:2]([CH3:31])[CH2:3][C:4]([NH:6][C:7]1[CH:8]=[C:9]([C:13]2[C:21]3[C:16](=[CH:17][CH:18]=[C:19]([C:22]([NH2:24])=[O:23])[CH:20]=3)[NH:15][N:14]=2)[CH:10]=[CH:11][CH:12]=1)=[O:5]. The yield is 0.135.